From a dataset of NCI-60 drug combinations with 297,098 pairs across 59 cell lines. Regression. Given two drug SMILES strings and cell line genomic features, predict the synergy score measuring deviation from expected non-interaction effect. Drug 1: CCCS(=O)(=O)NC1=C(C(=C(C=C1)F)C(=O)C2=CNC3=C2C=C(C=N3)C4=CC=C(C=C4)Cl)F. Drug 2: C1CC(=O)NC(=O)C1N2C(=O)C3=CC=CC=C3C2=O. Cell line: U251. Synergy scores: CSS=4.90, Synergy_ZIP=1.47, Synergy_Bliss=7.71, Synergy_Loewe=0.674, Synergy_HSA=2.53.